From a dataset of Full USPTO retrosynthesis dataset with 1.9M reactions from patents (1976-2016). Predict the reactants needed to synthesize the given product. The reactants are: [CH3:1][N:2]1[CH:6]=[C:5](B2OC(C)(C)C(C)(C)O2)[CH:4]=[N:3]1.[C:16]([O:20][C:21]([N:23]1[C:31]2[CH:30]=[C:29](Cl)[N:28]=[CH:27][C:26]=2[C:25]([CH3:34])([CH3:33])[CH2:24]1)=[O:22])([CH3:19])([CH3:18])[CH3:17].C(=O)([O-])[O-].[K+].[K+].C1(P(C2CCCCC2)C2C=CC=CC=2C2C(OC)=CC=CC=2OC)CCCCC1. Given the product [C:16]([O:20][C:21]([N:23]1[C:31]2[CH:30]=[C:29]([C:5]3[CH:4]=[N:3][N:2]([CH3:1])[CH:6]=3)[N:28]=[CH:27][C:26]=2[C:25]([CH3:34])([CH3:33])[CH2:24]1)=[O:22])([CH3:19])([CH3:17])[CH3:18], predict the reactants needed to synthesize it.